This data is from Forward reaction prediction with 1.9M reactions from USPTO patents (1976-2016). The task is: Predict the product of the given reaction. (1) Given the reactants [NH2:1][C:2]1[CH:7]=[CH:6][C:5]([Cl:8])=[CH:4][C:3]=1[C:9]([C:11]1[CH:16]=[CH:15][CH:14]=[CH:13][CH:12]=1)=[O:10].[F:17][C:18]1[CH:23]=[CH:22][CH:21]=[CH:20][C:19]=1[S:24](Cl)(=[O:26])=[O:25], predict the reaction product. The product is: [C:9]([C:3]1[CH:4]=[C:5]([Cl:8])[CH:6]=[CH:7][C:2]=1[NH:1][S:24]([C:19]1[CH:20]=[CH:21][CH:22]=[CH:23][C:18]=1[F:17])(=[O:26])=[O:25])(=[O:10])[C:11]1[CH:12]=[CH:13][CH:14]=[CH:15][CH:16]=1. (2) Given the reactants [CH3:1][N:2]1[C:7]2[CH:8]=[CH:9][C:10]([N:12]3[CH:17]=[C:16]([C:18]([O:20][CH2:21][CH3:22])=[O:19])[C:15](=[O:23])[NH:14][C:13]3=[O:24])=[CH:11][C:6]=2[O:5][CH2:4][C:3]1=[O:25].[CH3:26][C:27]1[C:34]([N+:35]([O-:37])=[O:36])=[CH:33][CH:32]=[CH:31][C:28]=1[CH2:29]Cl.C(=O)([O-])[O-].[K+].[K+].[I-].[K+], predict the reaction product. The product is: [CH3:26][C:27]1[C:34]([N+:35]([O-:37])=[O:36])=[CH:33][CH:32]=[CH:31][C:28]=1[CH2:29][N:14]1[C:15](=[O:23])[C:16]([C:18]([O:20][CH2:21][CH3:22])=[O:19])=[CH:17][N:12]([C:10]2[CH:9]=[CH:8][C:7]3[N:2]([CH3:1])[C:3](=[O:25])[CH2:4][O:5][C:6]=3[CH:11]=2)[C:13]1=[O:24]. (3) Given the reactants [CH3:1][S:2][C:3]1[N:8]=[C:7]([C:9]2[CH:10]=[N:11][NH:12][CH:13]=2)[CH:6]=[CH:5][N:4]=1.[CH3:14][O:15][C:16]1[CH:23]=[CH:22][C:19]([CH2:20]Cl)=[CH:18][CH:17]=1, predict the reaction product. The product is: [CH3:14][O:15][C:16]1[CH:23]=[CH:22][C:19]([CH2:20][N:12]2[CH:13]=[C:9]([C:7]3[CH:6]=[CH:5][N:4]=[C:3]([S:2][CH3:1])[N:8]=3)[CH:10]=[N:11]2)=[CH:18][CH:17]=1. (4) The product is: [NH:1]1[C:9]2[CH2:8][CH2:7][C@H:6]([C:10]([OH:12])=[O:11])[CH2:5][C:4]=2[CH:3]=[N:2]1. Given the reactants [NH:1]1[C:9]2[CH2:8][CH2:7][C@H:6]([C:10]([O:12]C)=[O:11])[CH2:5][C:4]=2[CH:3]=[N:2]1.O.O.[OH-].[Li+], predict the reaction product. (5) The product is: [CH2:1]([O:8][C:9]1[CH:10]=[C:11]2[C:16](=[CH:17][C:18]=1[O:19][CH3:20])[C:15]([C:21](=[O:33])[C:22]1[CH:27]=[CH:26][CH:25]=[C:24]([O:28][CH3:29])[CH:23]=1)=[N:14][CH:13]=[C:12]2[CH:30]=[O:31])[C:2]1[CH:7]=[CH:6][CH:5]=[CH:4][CH:3]=1. Given the reactants [CH2:1]([O:8][C:9]1[CH:10]=[C:11]2[C:16](=[CH:17][C:18]=1[O:19][CH3:20])[C:15]([CH2:21][C:22]1[CH:27]=[CH:26][CH:25]=[C:24]([O:28][CH3:29])[CH:23]=1)=[N:14][CH:13]=[C:12]2[CH:30]=[O:31])[C:2]1[CH:7]=[CH:6][CH:5]=[CH:4][CH:3]=1.[Se](=O)=[O:33].C(OCC)(=O)C.CCCCCC, predict the reaction product. (6) Given the reactants [F:1][C:2]1[CH:7]=[CH:6][C:5]([NH:8][C:9](=[O:20])[CH:10]([C:14]2[CH:19]=[CH:18][CH:17]=[CH:16][CH:15]=2)[C:11]([OH:13])=O)=[CH:4][CH:3]=1.[OH-].[Na+], predict the reaction product. The product is: [F:1][C:2]1[CH:3]=[C:4]2[C:5](=[CH:6][CH:7]=1)[N:8]=[C:9]([OH:20])[C:10]([C:14]1[CH:19]=[CH:18][CH:17]=[CH:16][CH:15]=1)=[C:11]2[OH:13]. (7) Given the reactants [C:1]([C:5]1[N:10]=[C:9]([O:11][CH2:12][CH3:13])[C:8]([C:14]2[N:15]([C:35](Cl)=[O:36])[C:16]([C:28]3[CH:33]=[CH:32][C:31]([Cl:34])=[CH:30][CH:29]=3)([CH3:27])[C:17]([C:20]3[CH:25]=[CH:24][C:23]([Cl:26])=[CH:22][CH:21]=3)([CH3:19])[N:18]=2)=[CH:7][N:6]=1)([CH3:4])([CH3:3])[CH3:2].[CH3:38][N:39]([CH3:49])[C:40](=[O:48])[CH2:41][N:42]1[CH2:47][CH2:46][NH:45][CH2:44][CH2:43]1, predict the reaction product. The product is: [C:1]([C:5]1[N:10]=[C:9]([O:11][CH2:12][CH3:13])[C:8]([C:14]2[N:15]([C:35]([N:45]3[CH2:44][CH2:43][N:42]([CH2:41][C:40]([N:39]([CH3:49])[CH3:38])=[O:48])[CH2:47][CH2:46]3)=[O:36])[C:16]([C:28]3[CH:29]=[CH:30][C:31]([Cl:34])=[CH:32][CH:33]=3)([CH3:27])[C:17]([C:20]3[CH:21]=[CH:22][C:23]([Cl:26])=[CH:24][CH:25]=3)([CH3:19])[N:18]=2)=[CH:7][N:6]=1)([CH3:3])([CH3:4])[CH3:2].